The task is: Predict the product of the given reaction.. This data is from Forward reaction prediction with 1.9M reactions from USPTO patents (1976-2016). Given the reactants [F:1][C:2]1[CH:7]=[CH:6][C:5]([C:8]2[CH:12]=[C:11]([C:13]3[CH:18]=[CH:17][N:16]=[CH:15][CH:14]=3)[N:10]([CH3:19])[N:9]=2)=[CH:4][CH:3]=1.C1C(=O)N([Br:27])C(=O)C1, predict the reaction product. The product is: [Br:27][C:12]1[C:8]([C:5]2[CH:4]=[CH:3][C:2]([F:1])=[CH:7][CH:6]=2)=[N:9][N:10]([CH3:19])[C:11]=1[C:13]1[CH:18]=[CH:17][N:16]=[CH:15][CH:14]=1.